This data is from Full USPTO retrosynthesis dataset with 1.9M reactions from patents (1976-2016). The task is: Predict the reactants needed to synthesize the given product. (1) Given the product [F:17][C:14]1[CH:13]=[N:12][C:11]([C@@H:9]([NH:8][C:6]2[N:5]=[C:4]([NH:18][C:19]3[S:20][C:21]([C:24]#[N:25])=[CH:22][N:23]=3)[CH:3]=[C:2]([N:26]3[CH2:31][CH2:30][O:29][CH2:28][CH2:27]3)[N:7]=2)[CH3:10])=[N:16][CH:15]=1, predict the reactants needed to synthesize it. The reactants are: Cl[C:2]1[N:7]=[C:6]([NH:8][C@H:9]([C:11]2[N:16]=[CH:15][C:14]([F:17])=[CH:13][N:12]=2)[CH3:10])[N:5]=[C:4]([NH:18][C:19]2[S:20][C:21]([C:24]#[N:25])=[CH:22][N:23]=2)[CH:3]=1.[NH:26]1[CH2:31][CH2:30][O:29][CH2:28][CH2:27]1. (2) Given the product [F:1][C:2]([F:21])([F:20])[C:3]1[CH:8]=[CH:7][C:6]([C:9]([C:11]2[CH:19]=[CH:18][C:14]([C:15]([Cl:24])=[O:16])=[CH:13][CH:12]=2)=[O:10])=[CH:5][CH:4]=1, predict the reactants needed to synthesize it. The reactants are: [F:1][C:2]([F:21])([F:20])[C:3]1[CH:8]=[CH:7][C:6]([C:9]([C:11]2[CH:19]=[CH:18][C:14]([C:15](O)=[O:16])=[CH:13][CH:12]=2)=[O:10])=[CH:5][CH:4]=1.S(Cl)([Cl:24])=O. (3) Given the product [C:1]([O:5][C:6](=[O:9])[CH2:7][O:40][C:36]1[CH:35]=[C:34]([CH3:41])[C:33]([C:29]2[CH:30]=[CH:31][CH:32]=[C:27]([S:24]([C:22]3[CH:23]=[C:19]([C:17]([NH:16][C:15]([O:14][C:10]([CH3:12])([CH3:13])[CH3:11])=[O:44])=[NH:18])[S:20][C:21]=3[S:42][CH3:43])(=[O:26])=[O:25])[CH:28]=2)=[C:38]([CH3:39])[CH:37]=1)([CH3:4])([CH3:3])[CH3:2], predict the reactants needed to synthesize it. The reactants are: [C:1]([O:5][C:6](=[O:9])[CH2:7]Br)([CH3:4])([CH3:3])[CH3:2].[C:10]([O:14][C:15](=[O:44])[NH:16][C:17]([C:19]1[S:20][C:21]([S:42][CH3:43])=[C:22]([S:24]([C:27]2[CH:28]=[C:29]([C:33]3[C:38]([CH3:39])=[CH:37][C:36]([OH:40])=[CH:35][C:34]=3[CH3:41])[CH:30]=[CH:31][CH:32]=2)(=[O:26])=[O:25])[CH:23]=1)=[NH:18])([CH3:13])([CH3:12])[CH3:11].C(=O)([O-])[O-].[K+].[K+]. (4) Given the product [F:25][C:24]([F:27])([F:26])[C:20]1[N:19]=[C:18]([O:3][CH:4]2[CH2:5][CH2:6][N:7]([C:10]([O:12][C:13]([CH3:16])([CH3:15])[CH3:14])=[O:11])[CH2:8][CH2:9]2)[CH:23]=[CH:22][CH:21]=1, predict the reactants needed to synthesize it. The reactants are: [H-].[Na+].[OH:3][CH:4]1[CH2:9][CH2:8][N:7]([C:10]([O:12][C:13]([CH3:16])([CH3:15])[CH3:14])=[O:11])[CH2:6][CH2:5]1.Cl[C:18]1[CH:23]=[CH:22][CH:21]=[C:20]([C:24]([F:27])([F:26])[F:25])[N:19]=1. (5) Given the product [Br:1][C:2]1[N:7]=[C:6]([C:8]([Cl:13])=[O:10])[CH:5]=[CH:4][CH:3]=1, predict the reactants needed to synthesize it. The reactants are: [Br:1][C:2]1[N:7]=[C:6]([C:8]([OH:10])=O)[CH:5]=[CH:4][CH:3]=1.S(Cl)([Cl:13])=O. (6) The reactants are: [Cl:1][C:2]1[CH:7]=[C:6]([CH2:8][OH:9])[CH:5]=[C:4]([Cl:10])[N:3]=1.CC(OI1(OC(C)=O)(OC(C)=O)OC(=O)C2C=CC=CC1=2)=O. Given the product [Cl:1][C:2]1[CH:7]=[C:6]([CH:5]=[C:4]([Cl:10])[N:3]=1)[CH:8]=[O:9], predict the reactants needed to synthesize it. (7) Given the product [CH3:33][Si:32]([CH3:35])([CH3:34])[CH2:31][CH2:30][O:29][CH2:28][N:25]1[C:21]2[N:22]=[CH:23][N:24]3[CH:36]=[N:1][C:2]([CH:3]4[CH2:8][CH2:7][CH2:6][N:5]([C:9]([O:11][CH2:12][C:13]5[CH:14]=[CH:15][CH:16]=[CH:17][CH:18]=5)=[O:10])[CH2:4]4)=[C:19]3[C:20]=2[CH:27]=[CH:26]1, predict the reactants needed to synthesize it. The reactants are: [NH2:1][CH:2]([C:19]1[C:20]2[CH:27]=[CH:26][N:25]([CH2:28][O:29][CH2:30][CH2:31][Si:32]([CH3:35])([CH3:34])[CH3:33])[C:21]=2[N:22]=[CH:23][N:24]=1)[CH:3]1[CH2:8][CH2:7][CH2:6][N:5]([C:9]([O:11][CH2:12][C:13]2[CH:18]=[CH:17][CH:16]=[CH:15][CH:14]=2)=[O:10])[CH2:4]1.[CH3:36]OC(OC)N(C)C. (8) The reactants are: [OH:1][C:2]1([CH2:19][N:20]2[C:25](=[O:26])[C:24]3[CH:27]=[N:28][N:29]([C:30]4[CH:35]=[CH:34][CH:33]=[CH:32][CH:31]=4)[C:23]=3[N:22]=[CH:21]2)[CH2:7][CH2:6][N:5]([C:8](=[O:18])[C:9]2[CH:14]=[CH:13][CH:12]=[CH:11][C:10]=2[N+:15]([O-])=O)[CH2:4][CH2:3]1.FC(F)(F)C(O)=O.OC1(CN2C(=O)C3C=NN(C4C=CC=CC=4)C=3N=C2)CCNCC1.[N+](C1C=CC=CC=1C(O)=O)([O-])=O.[H][H]. Given the product [NH2:15][C:10]1[CH:11]=[CH:12][CH:13]=[CH:14][C:9]=1[C:8]([N:5]1[CH2:4][CH2:3][C:2]([CH2:19][N:20]2[C:25](=[O:26])[C:24]3[CH:27]=[N:28][N:29]([C:30]4[CH:31]=[CH:32][CH:33]=[CH:34][CH:35]=4)[C:23]=3[N:22]=[CH:21]2)([OH:1])[CH2:7][CH2:6]1)=[O:18], predict the reactants needed to synthesize it.